From a dataset of Full USPTO retrosynthesis dataset with 1.9M reactions from patents (1976-2016). Predict the reactants needed to synthesize the given product. (1) Given the product [F:1][C:2]1[CH:3]=[C:4]([CH:5]=[CH:20][C:21]([O:23][CH2:24][CH3:25])=[O:22])[CH:7]=[CH:8][C:9]=1[O:10][CH3:11], predict the reactants needed to synthesize it. The reactants are: [F:1][C:2]1[CH:3]=[C:4]([CH:7]=[CH:8][C:9]=1[O:10][CH3:11])[CH:5]=O.C(OP([CH2:20][C:21]([O:23][CH2:24][CH3:25])=[O:22])(OCC)=O)C.[H-].[Na+].C(OCC)(=O)C. (2) Given the product [Br:27][C:28]1[CH:33]=[CH:32][C:31]([CH2:34][N:12]([C:3]2[N:4]=[CH:5][C:6]3[C:11]([C:2]=2[CH3:1])=[CH:10][CH:9]=[CH:8][CH:7]=3)[S:13]([C:16]2[CH:26]=[CH:25][C:19]([C:20]([O:22][CH2:23][CH3:24])=[O:21])=[CH:18][CH:17]=2)(=[O:15])=[O:14])=[CH:30][CH:29]=1, predict the reactants needed to synthesize it. The reactants are: [CH3:1][C:2]1[C:11]2[C:6](=[CH:7][CH:8]=[CH:9][CH:10]=2)[CH:5]=[N:4][C:3]=1[NH:12][S:13]([C:16]1[CH:26]=[CH:25][C:19]([C:20]([O:22][CH2:23][CH3:24])=[O:21])=[CH:18][CH:17]=1)(=[O:15])=[O:14].[Br:27][C:28]1[CH:33]=[CH:32][C:31]([CH2:34]Br)=[CH:30][CH:29]=1.